From a dataset of Reaction yield outcomes from USPTO patents with 853,638 reactions. Predict the reaction yield, written as a fraction of the theoretical maximum amount of product (1.0 means a 100% yield; for example, 0.34 means a 34% yield). (1) The reactants are [F:1][C:2]1[CH:7]=[CH:6][C:5]([CH:8]2[C:17]([CH3:19])([CH3:18])[CH2:16][C:15]3[C:10](=[CH:11][CH:12]=[C:13]([C:20]([O:22][CH3:23])=[O:21])[CH:14]=3)[NH:9]2)=[CH:4][C:3]=1[N+:24]([O-])=O.[CH:27]1([C:31](O)=[O:32])[CH2:30][CH2:29][CH2:28]1.C(N(CC)C(C)C)(C)C.P(Cl)(Cl)(Cl)=O. The catalyst is ClCCl. The product is [CH:27]1([C:31]([NH:24][C:3]2[CH:4]=[C:5]([CH:8]3[C:17]([CH3:19])([CH3:18])[CH2:16][C:15]4[C:10](=[CH:11][CH:12]=[C:13]([C:20]([O:22][CH3:23])=[O:21])[CH:14]=4)[NH:9]3)[CH:6]=[CH:7][C:2]=2[F:1])=[O:32])[CH2:30][CH2:29][CH2:28]1. The yield is 0.890. (2) The reactants are [NH2:1][C:2]1[C:7]([C:8]([O:10]CC)=O)=[CH:6][C:5]([O:13][CH3:14])=[C:4]([O:15][CH2:16][CH:17]2[CH2:22][CH2:21][N:20]([CH3:23])[CH2:19][CH2:18]2)[CH:3]=1.C(O)(=O)C.[CH:28](N)=[NH:29]. The catalyst is COCCO. The product is [CH3:14][O:13][C:5]1[CH:6]=[C:7]2[C:2](=[CH:3][C:4]=1[O:15][CH2:16][CH:17]1[CH2:18][CH2:19][N:20]([CH3:23])[CH2:21][CH2:22]1)[N:1]=[CH:28][NH:29][C:8]2=[O:10]. The yield is 0.700. (3) The reactants are [NH2:1][C:2]1[CH:7]=[CH:6][C:5]([Br:8])=[CH:4][N:3]=1.[C:9](Cl)(=[O:11])[CH3:10].O. The catalyst is N1C=CC=CC=1. The product is [C:9]([NH:1][C:2]1[CH:7]=[CH:6][C:5]([Br:8])=[CH:4][N:3]=1)(=[O:11])[CH3:10]. The yield is 0.850. (4) The reactants are [F:1][C:2]([F:12])([F:11])[C:3](=O)[CH2:4][C:5]([O:7][CH2:8][CH3:9])=[O:6].[CH:13]([O-])([O-])OCC.C(OC(=O)C)(=O)C.[NH2:26][NH:27][C:28]([NH2:30])=[S:29].Br[CH2:32][C:33]([C:35]1[CH:40]=[CH:39][C:38]([Cl:41])=[C:37]([Cl:42])[CH:36]=1)=O. The catalyst is C(O)C. The product is [Cl:42][C:37]1[CH:36]=[C:35]([C:33]2[N:30]=[C:28]([N:27]3[C:3]([C:2]([F:12])([F:11])[F:1])=[C:4]([C:5]([O:7][CH2:8][CH3:9])=[O:6])[CH:13]=[N:26]3)[S:29][CH:32]=2)[CH:40]=[CH:39][C:38]=1[Cl:41]. The yield is 0.720.